Dataset: CYP2D6 inhibition data for predicting drug metabolism from PubChem BioAssay. Task: Regression/Classification. Given a drug SMILES string, predict its absorption, distribution, metabolism, or excretion properties. Task type varies by dataset: regression for continuous measurements (e.g., permeability, clearance, half-life) or binary classification for categorical outcomes (e.g., BBB penetration, CYP inhibition). Dataset: cyp2d6_veith. (1) The molecule is COC(=O)C/C=C\[C@@H](C)[C@@H](/C=N\OC[C@@H]1O[C@H](c2ccccc2)C=C[C@@H]1Oc1ccc(OC)cc1)NS(=O)(=O)c1ccc(C)cc1. The result is 0 (non-inhibitor). (2) The drug is COc1ccc(OC)c(-c2cc(C(=O)O)c3cc4ccccc4cc3n2)c1. The result is 1 (inhibitor). (3) The drug is CO[C@@H]1COC(=O)C/C=C\[C@H](C)[C@@H](OC)COC(=O)[C@H]2CCCN2C(=O)C/C=C\[C@H]1C. The result is 0 (non-inhibitor). (4) The drug is Clc1ccccc1-c1ccc2ncnc(NCCN3CCOCC3)c2c1. The result is 1 (inhibitor).